This data is from Full USPTO retrosynthesis dataset with 1.9M reactions from patents (1976-2016). The task is: Predict the reactants needed to synthesize the given product. Given the product [N+:1]([C:4]1[CH:10]=[CH:9][C:7]([NH:8][C:21](=[O:22])[CH:20]=[CH2:19])=[CH:6][CH:5]=1)([O-:3])=[O:2], predict the reactants needed to synthesize it. The reactants are: [N+:1]([C:4]1[CH:10]=[CH:9][C:7]([NH2:8])=[CH:6][CH:5]=1)([O-:3])=[O:2].CCN(CC)CC.Cl[CH2:19][CH2:20][C:21](Cl)=[O:22].